From a dataset of Peptide-MHC class I binding affinity with 185,985 pairs from IEDB/IMGT. Regression. Given a peptide amino acid sequence and an MHC pseudo amino acid sequence, predict their binding affinity value. This is MHC class I binding data. The peptide sequence is IAGLKIEEI. The MHC is HLA-A02:02 with pseudo-sequence HLA-A02:02. The binding affinity (normalized) is 0.173.